Dataset: Reaction yield outcomes from USPTO patents with 853,638 reactions. Task: Predict the reaction yield, written as a fraction of the theoretical maximum amount of product (1.0 means a 100% yield; for example, 0.34 means a 34% yield). (1) The reactants are CN(C=O)C.[N:6]1([C:11]2[CH:16]=[CH:15][C:14]([S:17]([OH:20])(=O)=[O:18])=[CH:13][CH:12]=2)[CH2:10][CH2:9][CH2:8][CH2:7]1.C(Cl)(=O)C([Cl:24])=O. The catalyst is ClCCl. The product is [N:6]1([C:11]2[CH:16]=[CH:15][C:14]([S:17]([Cl:24])(=[O:20])=[O:18])=[CH:13][CH:12]=2)[CH2:10][CH2:9][CH2:8][CH2:7]1. The yield is 0.190. (2) The reactants are [H-].[H-].[H-].[H-].[Li+].[Al+3].[C:7]([O:11][C:12]([NH:14][C:15]1([C:30]([NH:32][C@H:33]([C:39]2[CH:44]=[CH:43][C:42]([Cl:45])=[CH:41][CH:40]=2)[CH2:34][C:35](OC)=[O:36])=[O:31])[CH2:20][CH2:19][N:18]([C:21]2[C:22]3[CH:29]=[CH:28][NH:27][C:23]=3[N:24]=[CH:25][N:26]=2)[CH2:17][CH2:16]1)=[O:13])([CH3:10])([CH3:9])[CH3:8]. The catalyst is C1COCC1. The product is [Cl:45][C:42]1[CH:41]=[CH:40][C:39]([C@@H:33]([NH:32][C:30]([C:15]2([NH:14][C:12](=[O:13])[O:11][C:7]([CH3:9])([CH3:8])[CH3:10])[CH2:16][CH2:17][N:18]([C:21]3[C:22]4[CH:29]=[CH:28][NH:27][C:23]=4[N:24]=[CH:25][N:26]=3)[CH2:19][CH2:20]2)=[O:31])[CH2:34][CH2:35][OH:36])=[CH:44][CH:43]=1. The yield is 0.860. (3) The reactants are Br[C:2]1[S:6][C:5]([C:7]([N:9]([CH2:11][C:12]2[CH:17]=[CH:16][CH:15]=[C:14]([OH:18])[CH:13]=2)[CH3:10])=[O:8])=[CH:4][CH:3]=1.[CH3:19][O:20][C:21]1[CH:22]=[C:23](B(O)O)[CH:24]=[CH:25][CH:26]=1. The catalyst is [Pd].C1(P(C2C=CC=CC=2)C2C=CC=CC=2)C=CC=CC=1.C1(P(C2C=CC=CC=2)C2C=CC=CC=2)C=CC=CC=1.C1(P(C2C=CC=CC=2)C2C=CC=CC=2)C=CC=CC=1.C1(P(C2C=CC=CC=2)C2C=CC=CC=2)C=CC=CC=1. The product is [OH:18][C:14]1[CH:13]=[C:12]([CH:17]=[CH:16][CH:15]=1)[CH2:11][N:9]([CH3:10])[C:7]([C:5]1[S:6][C:2]([C:25]2[CH:24]=[CH:23][CH:22]=[C:21]([O:20][CH3:19])[CH:26]=2)=[CH:3][CH:4]=1)=[O:8]. The yield is 0.710. (4) The reactants are Cl.[NH2:2][C:3]1[NH:4][C:5](=O)[C:6]2[N:12]=[C:11]([C:13]3[CH:18]=[CH:17][C:16]([O:19][CH3:20])=[C:15]([O:21][CH3:22])[CH:14]=3)[CH:10]=[CH:9][C:7]=2[N:8]=1.C1(C)C=CC(S(O)(=O)=O)=CC=1.S([O-])([O-])(=O)=O.[NH4+].[NH4+].[NH:42]1[CH2:47][CH2:46][O:45][CH2:44][CH2:43]1. The catalyst is C1(C)C=CC=CC=1. The product is [NH2:2][C:3]1[N:4]=[C:5]([N:42]2[CH2:47][CH2:46][O:45][CH2:44][CH2:43]2)[C:6]2[N:12]=[C:11]([C:13]3[CH:18]=[CH:17][C:16]([O:19][CH3:20])=[C:15]([O:21][CH3:22])[CH:14]=3)[CH:10]=[CH:9][C:7]=2[N:8]=1. The yield is 0.320. (5) The reactants are [CH3:13][C:12]([O:11][C:9](O[C:9]([O:11][C:12]([CH3:15])([CH3:14])[CH3:13])=[O:10])=[O:10])([CH3:15])[CH3:14].Cl.[NH2:17][CH2:18][C@H:19]([C:23]1[CH:28]=[CH:27][C:26]([Cl:29])=[CH:25][CH:24]=1)[C:20]([OH:22])=[O:21].O.O.O.O.O.[OH-].C[N+](C)(C)C.CC#N. The catalyst is O. The product is [C:12]([O:11][C:9]([NH:17][CH2:18][C@H:19]([C:23]1[CH:24]=[CH:25][C:26]([Cl:29])=[CH:27][CH:28]=1)[C:20]([OH:22])=[O:21])=[O:10])([CH3:13])([CH3:14])[CH3:15]. The yield is 0.906. (6) The reactants are [Cl:1][C:2]1[C:3]([Cl:32])=[CH:4][C:5]2[C:6]3[CH2:24][CH2:23][N:22](C(OC(C)(C)C)=O)[CH2:21][CH2:20][C:7]=3[N:8]([CH2:11][CH2:12][CH2:13][C:14]3[CH:19]=[CH:18][CH:17]=[CH:16][CH:15]=3)[C:9]=2[CH:10]=1.C(O)(C(F)(F)F)=O.[OH-].[Na+]. The product is [ClH:1].[Cl:1][C:2]1[C:3]([Cl:32])=[CH:4][C:5]2[C:6]3[CH2:24][CH2:23][NH:22][CH2:21][CH2:20][C:7]=3[N:8]([CH2:11][CH2:12][CH2:13][C:14]3[CH:19]=[CH:18][CH:17]=[CH:16][CH:15]=3)[C:9]=2[CH:10]=1. The yield is 0.570. The catalyst is C(Cl)Cl. (7) The yield is 0.440. No catalyst specified. The product is [Cl:1][C:2]1[CH:7]=[C:6]([Cl:8])[CH:5]=[CH:4][C:3]=1[C:9]1[N:10]=[C:11](/[CH:16]=[CH:17]/[C:18]2[CH:19]=[CH:20][C:21]([C:24]3[CH:29]=[CH:28][C:27]([C:30]4[N:31]([CH2:42][CH3:43])[C:32]5[CH:38]=[C:37]([C:39]([OH:41])=[O:40])[CH:36]=[CH:35][C:33]=5[N:34]=4)=[CH:26][CH:25]=3)=[CH:22][CH:23]=2)[N:12]([CH2:14][CH3:15])[CH:13]=1. The reactants are [Cl:1][C:2]1[CH:7]=[C:6]([Cl:8])[CH:5]=[CH:4][C:3]=1[C:9]1[N:10]=[C:11](/[CH:16]=[CH:17]/[C:18]2[CH:23]=[CH:22][C:21]([C:24]3[CH:29]=[CH:28][C:27]([C:30]4[NH:34][C:33]5[CH:35]=[CH:36][C:37]([C:39]([OH:41])=[O:40])=[CH:38][C:32]=5[N:31]=4)=[CH:26][CH:25]=3)=[CH:20][CH:19]=2)[N:12]([CH2:14][CH3:15])[CH:13]=1.[CH2:42](Br)[CH3:43]. (8) The product is [CH3:1][C:2]1[C:6]2[CH:7]=[CH:8][CH:9]=[CH:10][C:5]=2[S:4][C:3]=1[S:19]([OH:21])(=[O:20])=[O:18]. The catalyst is CCOC(C)=O. The reactants are [CH3:1][C:2]1[C:6]2[CH:7]=[CH:8][CH:9]=[CH:10][C:5]=2[S:4][CH:3]=1.CC(OC(C)=O)=O.[OH:18][S:19](O)(=[O:21])=[O:20]. The yield is 0.140.